Dataset: Experimentally validated miRNA-target interactions with 360,000+ pairs, plus equal number of negative samples. Task: Binary Classification. Given a miRNA mature sequence and a target amino acid sequence, predict their likelihood of interaction. (1) The miRNA is hsa-miR-3921 with sequence UCUCUGAGUACCAUAUGCCUUGU. The protein sequence of the target gene is MPRAGRAPAEGGPAPGTRSSRCLRPRPLAWRRLVPNFGAWAPRKGAARVGRPVLSPRTSGAAGEPTCGAGSPGTLEEGVASGRTRRRTQSAGEVAKCRWGLGQEPLCPRGAVLLNSFSPPAWPQFPPALRLRALAWPQPRGPACGSTAQWPPRGDPTWRIS. Result: 0 (no interaction). (2) The miRNA is hsa-miR-767-3p with sequence UCUGCUCAUACCCCAUGGUUUCU. The protein sequence of the target gene is MELRTRGWWLLCAAAALVVCARGDPASKSRSCSEVRQIYGAKGFSLSDVPQAEISGEHLRICPQGYTCCTSEMEENLANHSRMELESALHDSSRALQATLATQLHGIDDHFQRLLNDSERTLQEAFPGAFGDLYTQNTRAFRDLYAELRLYYRGANLHLEETLAEFWARLLERLFKQLHPQLLPDDYLDCLGKQAEALRPFGDAPRELRLRATRAFVAARSFVQGLGVASDVVRKVAQVPLAPECSRAIMKLVYCAHCRGVPGARPCPDYCRNVLKGCLANQADLDAEWRNLLDSMVLIT.... Result: 0 (no interaction). (3) The miRNA is hsa-miR-210-5p with sequence AGCCCCUGCCCACCGCACACUG. The protein sequence of the target gene is MLGKDYMLAIILVNCDDDLWGDHSLEVEAGLPPGWRKIHDAAGTYYWHVPSGSTQWQRPTWELGDAEDPGTGTEGIWGLRPPKGRSFSSLESSLDRSNSLSWYGGESYIQSMEPGAKCFAVRSLGWVEVPEEDLAPGKSSIAVNNCIQQLAQTRSRSQPPDGAWGEGQNMLMILKKDAMSLVNPLDHSLIHCQPLVHIRVWGVGSSKGRDRDFAFVASDKDSCMLKCHVFCCDVPAKAIASALHGLCAQILSERVEVSGDASCCSPDPISPEDLPRQVELLDAVSQAAQKYEALYMGTLP.... Result: 1 (interaction). (4) The protein sequence of the target gene is MTMAAAAVVARGAGARAATAAALRGGCGTAARGRPCAGPARPLCTAPGTAPDMKRYLWERYREAKRSTEELVPSIMSNLLNPDAIFSNNEMSLSDIEIYGFDYDYTLVFYSKHLHTLIFNAARDLLINEHRYPAEIRKYEYDPNFAIRGLHYDVQRAVLMKIDAFHYIQLGTVYRGLSVVPDEEVIEMYEGSHVPLEQMSDFYGKSSHGNTMKQFMDIFSLPEMTLLSCVNEYFLKNNIDYEPVHLYKDVKDSIRDVHIKGIMYRAIEADIEKYICYAEQTRAVLAKLADHGKKMFLITN.... The miRNA is hsa-miR-3190-5p with sequence UCUGGCCAGCUACGUCCCCA. Result: 1 (interaction). (5) The miRNA is mmu-miR-466l-5p with sequence UUGUGUGUACAUGUACAUGUAU. The protein sequence of the target gene is MDDKASVGKISVSSDSVSTLNSEDFVLVSRQGDETPSTNNGSDDEKTGLKIVGNGSEQQLQKELADVLMDPPMDDQPGERSQLDGEGDGPLSNQLSASSTINPVPLVGLPKPEMSLPVKPGQGDSEVSSPFTPVADEDSVVFNKLTYLGCASVNAPRSEVEALRMMSILRSQCQISLDVTLSVPNVSEGTVRLLDPQTNTEIANYPIYKILFCVRGHDGTPESDCFAFTESHYNAELFRIHVFRCEIQEAVSRILYSFATAFRRSAKQTPLSATAAPQTPDSDIFTFSVSLEIKEDDGKG.... Result: 1 (interaction). (6) The miRNA is mmu-miR-122-5p with sequence UGGAGUGUGACAAUGGUGUUUG. The protein sequence of the target gene is MSEAAPAAPAAAPPAEKAPAKKKAAKKPAGVRRKASGPPVSELITKAVAASKERSGVSLAALKKALAAAGYDVEKNNSRIKLGLKSLVSKGILVQTKGTGASGSFKLNKKAASGEAKPQAKKAGAAKAKKPAGAAKKPKKATGAATPKKAAKKTPKKAKKPAAAAVTKKVAKSPKKAKVTKPKKVKSASKAVKPKAAKPKVAKAKKVAAKKK. Result: 1 (interaction). (7) The miRNA is hsa-miR-548h-3p with sequence CAAAAACCGCAAUUACUUUUGCA. The protein sequence of the target gene is MDAQTWPVGFRCLLLLALVGSARSEGVQTCEEVRKLFQWRLLGAVRGLPDSPRAGPDLQVCISKKPTCCTRKMEERYQIAARQDMQQFLQTSSSTLKFLISRNAAAFQETLETLIKQAENYTSILFCSTYRNMALEAAASVQEFFTDVGLYLFGADVNPEEFVNRFFDSLFPLVYNHLINPGVTDSSLEYSECIRMARRDVSPFGNIPQRVMGQMGRSLLPSRTFLQALNLGIEVINTTDYLHFSKECSRALLKMQYCPHCQGLALTKPCMGYCLNVMRGCLAHMAELNPHWHAYIRSLE.... Result: 1 (interaction). (8) The miRNA is hsa-miR-493-5p with sequence UUGUACAUGGUAGGCUUUCAUU. The protein sequence of the target gene is MASLPPHAGPATPLSPTRLSRLQEKEELRELNDRLAHYIDRVRALELENDRLLLRISEKEEVTTREVSGIKTLYESELADARRVLDETARERARLQIEIGKVQAELEEARKSAKKREGELTVAQGRVKDLESLFHRSEAELATALSDKQGLETEVAELRAQLAKAEDGHAVAKKQLEKETLMRVDLENRCQSLQEELAFSKSVFEEEVRETRRRHERRLVEVDSSRQQEYDFKMAQALEDLRSQHDEQVRLYRVELEQTYQAKLDNAKLLSDQNDKAAHAAREELKEARMRVESLSYQLL.... Result: 0 (no interaction). (9) The miRNA is hsa-miR-939-5p with sequence UGGGGAGCUGAGGCUCUGGGGGUG. The protein sequence of the target gene is MAGLRVLLCLGALLARQGSAGLQLLLNPSRANLSVRPNSEVLPGIHPDLEAVAIGEVHDNVTLRCGSASGSRGLVTWYRNDSEPAFLVSFNSSLPPAAPRFSLEDAGALRIEALRLEDDGNYTCQEVLNETHWFPVRLRVASGPAYVEVNISATGTLPNGTLYAARGSQVDFNCCSAAQPPPEVEWWIQTHSIPEFLGKNLSANSFTLMLMSQNLQGNYTCSATNVLSGRQRKVTTELLVYWPPPSAPQCSVEVSSESTTLELACNWDGGYPDPTFLWTEEPGGTIMGNSKLQTLSPAQL.... Result: 0 (no interaction).